Dataset: Catalyst prediction with 721,799 reactions and 888 catalyst types from USPTO. Task: Predict which catalyst facilitates the given reaction. (1) Reactant: [CH3:1][C:2]1[CH:7]=[CH:6][C:5]([NH:8][C:9]2[CH:14]=[CH:13][CH:12]=[CH:11][C:10]=2[N+:15]([O-])=O)=[CH:4][CH:3]=1. The catalyst class is: 78. Product: [CH3:1][C:2]1[CH:7]=[CH:6][C:5]([NH:8][C:9]2[C:10]([NH2:15])=[CH:11][CH:12]=[CH:13][CH:14]=2)=[CH:4][CH:3]=1. (2) Reactant: [C:1]1([OH:8])[CH:6]=[CH:5][CH:4]=[C:3]([OH:7])[CH:2]=1.Cl[Si:10]([C:13]([CH3:16])([CH3:15])[CH3:14])([CH3:12])[CH3:11].C(N(CC)CC)C. Product: [C:13]([Si:10]([CH3:12])([CH3:11])[O:7][C:3]1[CH:2]=[C:1]([OH:8])[CH:6]=[CH:5][CH:4]=1)([CH3:16])([CH3:15])[CH3:14]. The catalyst class is: 4. (3) Reactant: [CH:1]1([CH2:4][O:5][C:6]2[C:7]([OH:24])=[C:8]([C:14]3[CH:15]=[C:16]4[C:20](=[CH:21][CH:22]=3)[C:19](=[O:23])[O:18][CH2:17]4)[CH:9]=[CH:10][C:11]=2[O:12][CH3:13])[CH2:3][CH2:2]1.C(=O)([O-])[O-].[K+].[K+].[CH2:31](Br)[CH2:32][CH3:33]. Product: [CH:1]1([CH2:4][O:5][C:6]2[C:7]([O:24][CH2:31][CH2:32][CH3:33])=[C:8]([C:14]3[CH:15]=[C:16]4[C:20](=[CH:21][CH:22]=3)[C:19](=[O:23])[O:18][CH2:17]4)[CH:9]=[CH:10][C:11]=2[O:12][CH3:13])[CH2:3][CH2:2]1. The catalyst class is: 10.